Task: Predict the reaction yield, written as a fraction of the theoretical maximum amount of product (1.0 means a 100% yield; for example, 0.34 means a 34% yield).. Dataset: Reaction yield outcomes from USPTO patents with 853,638 reactions (1) The reactants are [NH2:1][C:2]1[CH:7]=[CH:6][CH:5]=[CH:4][N:3]=1.C(N(CC)CC)C.[C:15](Cl)(=[O:20])[C:16]([CH3:19])([CH3:18])[CH3:17].C(=O)([O-])[O-].[K+].[K+]. The catalyst is C(Cl)Cl.CO. The product is [CH3:17][C:16]([CH3:19])([CH3:18])[C:15]([NH:1][C:2]1[CH:7]=[CH:6][CH:5]=[CH:4][N:3]=1)=[O:20]. The yield is 0.850. (2) The reactants are Br[C:2]1[CH:3]=[C:4]([N+:10]([O-:12])=[O:11])[C:5]([C:8]#[N:9])=[N:6][CH:7]=1.[Br-].[CH3:14][C:15]1[C:16]([Zn+])=[N:17][CH:18]=[CH:19][CH:20]=1. The catalyst is C1COCC1.C1C=CC([P]([Pd]([P](C2C=CC=CC=2)(C2C=CC=CC=2)C2C=CC=CC=2)([P](C2C=CC=CC=2)(C2C=CC=CC=2)C2C=CC=CC=2)[P](C2C=CC=CC=2)(C2C=CC=CC=2)C2C=CC=CC=2)(C2C=CC=CC=2)C2C=CC=CC=2)=CC=1. The product is [CH3:14][C:15]1[C:16]([C:2]2[CH:3]=[C:4]([N+:10]([O-:12])=[O:11])[C:5]([C:8]#[N:9])=[N:6][CH:7]=2)=[N:17][CH:18]=[CH:19][CH:20]=1. The yield is 0.880. (3) The product is [Br:8][C:7]1[C:2]([NH:1][C:11]2[C:12](=[O:27])[N:13]([CH2:18][C:19]3[CH:20]=[CH:21][C:22]([O:25][CH3:26])=[CH:23][CH:24]=3)[CH:14]=[C:15]([Cl:17])[N:16]=2)=[N:3][CH:4]=[C:5]([Cl:9])[CH:6]=1. The yield is 0.580. The reactants are [NH2:1][C:2]1[C:7]([Br:8])=[CH:6][C:5]([Cl:9])=[CH:4][N:3]=1.Cl[C:11]1[C:12](=[O:27])[N:13]([CH2:18][C:19]2[CH:24]=[CH:23][C:22]([O:25][CH3:26])=[CH:21][CH:20]=2)[CH:14]=[C:15]([Cl:17])[N:16]=1. No catalyst specified. (4) The reactants are [N:1]1([C:5]2[N:10]=[N:9][C:8]([O:11][CH2:12][C:13]3[CH:18]=[CH:17][CH:16]=[CH:15][CH:14]=3)=[C:7]([O:19][CH2:20][C:21]3[CH:26]=[CH:25][CH:24]=[CH:23][CH:22]=3)[CH:6]=2)[CH2:4][CH2:3][CH2:2]1.[CH2:27](OC1N=NC(Cl)=CC=1OCC1C=CC=CC=1)C1C=CC=CC=1.C(OC1N=NC(C#CC(C)C)=CC=1OCC1C=CC=CC=1)C1C=CC=CC=1.CNCCC. No catalyst specified. The product is [CH2:20]([O:19][C:7]1[CH:6]=[C:5]([N:1]([CH3:4])[CH2:2][CH2:3][CH3:27])[N:10]=[N:9][C:8]=1[O:11][CH2:12][C:13]1[CH:18]=[CH:17][CH:16]=[CH:15][CH:14]=1)[C:21]1[CH:22]=[CH:23][CH:24]=[CH:25][CH:26]=1. The yield is 0.130. (5) The reactants are [CH3:1][O:2][C:3]1[CH:4]=[CH:5][C:6]([S:10][CH2:11][C:12]2[CH:17]=[CH:16][CH:15]=[C:14]([N+:18]([O-:20])=[O:19])[CH:13]=2)=[C:7]([CH:9]=1)[NH2:8].[O:21]1[C:25]2[CH:26]=[CH:27][CH:28]=[CH:29][C:24]=2[CH:23]=[C:22]1[S:30](Cl)(=[O:32])=[O:31]. The catalyst is N1C=CC=CC=1. The product is [CH3:1][O:2][C:3]1[CH:4]=[CH:5][C:6]([S:10][CH2:11][C:12]2[CH:17]=[CH:16][CH:15]=[C:14]([N+:18]([O-:20])=[O:19])[CH:13]=2)=[C:7]([NH:8][S:30]([C:22]2[O:21][C:25]3[CH:26]=[CH:27][CH:28]=[CH:29][C:24]=3[CH:23]=2)(=[O:31])=[O:32])[CH:9]=1. The yield is 0.560. (6) The yield is 0.910. The catalyst is C1COCC1. The reactants are Cl[C:2]1[S:3][CH:4]=[C:5]([Cl:7])[N:6]=1.[NH:8]1[CH2:13][CH2:12][O:11][CH2:10][CH2:9]1.C([O-])([O-])=O.[Cs+].[Cs+]. The product is [Cl:7][C:5]1[N:6]=[C:2]([N:8]2[CH2:13][CH2:12][O:11][CH2:10][CH2:9]2)[S:3][CH:4]=1.